The task is: Predict the product of the given reaction.. This data is from Forward reaction prediction with 1.9M reactions from USPTO patents (1976-2016). (1) Given the reactants Cl[C:2]1[CH:11]=[CH:10][N:9]=[C:8]2[C:3]=1[CH:4]=[CH:5][C:6]([CH2:12][CH2:13][CH3:14])=[N:7]2.[NH2:15][C:16]1[CH:21]=[C:20]([C:22]([F:25])([F:24])[F:23])[CH:19]=[CH:18][C:17]=1[S:26][C:27]1[CH:32]=[CH:31][C:30]([NH:33][C:34](=[O:36])[CH3:35])=[CH:29][CH:28]=1, predict the reaction product. The product is: [CH2:12]([C:6]1[N:7]=[C:8]2[C:3]([C:2]([NH:15][C:16]3[CH:21]=[C:20]([C:22]([F:24])([F:25])[F:23])[CH:19]=[CH:18][C:17]=3[S:26][C:27]3[CH:32]=[CH:31][C:30]([NH:33][C:34](=[O:36])[CH3:35])=[CH:29][CH:28]=3)=[CH:11][CH:10]=[N:9]2)=[CH:4][CH:5]=1)[CH2:13][CH3:14]. (2) The product is: [Br:1][C:2]1[CH:7]=[CH:6][C:5]([C:8]([OH:13])=[O:10])=[CH:4][C:3]=1[F:9]. Given the reactants [Br:1][C:2]1[CH:7]=[CH:6][C:5]([CH3:8])=[CH:4][C:3]=1[F:9].[OH-:10].[Na+].[K].[OH2:13], predict the reaction product. (3) Given the reactants C([O:3][C:4]([C:6]1[N:14]([CH3:15])[C:9]2=[CH:10][N:11]=[CH:12][CH:13]=[C:8]2[CH:7]=1)=[O:5])C.[OH-].[Na+].CC(O)=O, predict the reaction product. The product is: [CH3:15][N:14]1[C:9]2=[CH:10][N:11]=[CH:12][CH:13]=[C:8]2[CH:7]=[C:6]1[C:4]([OH:5])=[O:3]. (4) Given the reactants [CH3:1][C:2]1[CH:7]=[CH:6][CH:5]=[CH:4][C:3]=1[OH:8].[Na].[Cl:10][C:11]1[N:12]=[N:13][C:14](Cl)=[C:15]([O:18][CH3:19])[C:16]=1Cl, predict the reaction product. The product is: [Cl:10][C:11]1[N:12]=[N:13][C:14]([O:8][C:3]2[CH:4]=[CH:5][CH:6]=[CH:7][C:2]=2[CH3:1])=[C:15]([O:18][CH3:19])[C:16]=1[O:8][C:3]1[CH:4]=[CH:5][CH:6]=[CH:7][C:2]=1[CH3:1].